From a dataset of Forward reaction prediction with 1.9M reactions from USPTO patents (1976-2016). Predict the product of the given reaction. (1) Given the reactants [C:1]1([CH2:7][CH2:8][CH:9](O)[CH2:10][CH2:11][C:12]2[CH:17]=[CH:16][CH:15]=[CH:14][CH:13]=2)[CH:6]=[CH:5][CH:4]=CC=1.[C:19]1(=[O:29])[NH:23][C:22](=[O:24])[C:21]2=[CH:25][CH:26]=[CH:27][CH:28]=[C:20]12.C1(P(C2C=CC=CC=2)C2C=CC=CC=2)C=CC=CC=1.CC(OC(/N=N/C(OC(C)C)=O)=O)C, predict the reaction product. The product is: [C:8]1([CH:9]([N:23]2[C:19](=[O:29])[C:20]3[C:21](=[CH:25][CH:26]=[CH:27][CH:28]=3)[C:22]2=[O:24])[CH2:10][CH2:11][C:12]2[CH:13]=[CH:14][CH:15]=[CH:16][CH:17]=2)[CH:4]=[CH:5][CH:6]=[CH:1][CH:7]=1. (2) The product is: [C:13]([C:14]1[O:10][C:3]2[C:2]([Br:1])=[CH:9][CH:8]=[CH:7][C:4]=2[CH:5]=1)(=[O:15])[CH3:12]. Given the reactants [Br:1][C:2]1[CH:9]=[CH:8][CH:7]=[C:4]([CH:5]=O)[C:3]=1[OH:10].Cl[CH2:12][C:13](=[O:15])[CH3:14].C([O-])([O-])=O.[Cs+].[Cs+].O, predict the reaction product. (3) Given the reactants [C:1]12([CH2:11][C:12]([F:18])([F:17])[S:13]([O-:16])(=[O:15])=[O:14])[CH2:10][CH:5]3[CH2:6][CH:7]([CH2:9][CH:3]([CH2:4]3)[CH2:2]1)[CH2:8]2.[Na+].[Br-].[C:21]1([S+:27]([C:34]2[CH:39]=[CH:38][CH:37]=[CH:36][CH:35]=2)[C:28]2[CH:33]=[CH:32][CH:31]=[CH:30][CH:29]=2)[CH:26]=[CH:25][CH:24]=[CH:23][CH:22]=1.O, predict the reaction product. The product is: [C:1]12([CH2:11][C:12]([F:18])([F:17])[S:13]([O-:16])(=[O:14])=[O:15])[CH2:10][CH:5]3[CH2:4][CH:3]([CH2:9][CH:7]([CH2:6]3)[CH2:8]1)[CH2:2]2.[C:34]1([S+:27]([C:21]2[CH:22]=[CH:23][CH:24]=[CH:25][CH:26]=2)[C:28]2[CH:33]=[CH:32][CH:31]=[CH:30][CH:29]=2)[CH:35]=[CH:36][CH:37]=[CH:38][CH:39]=1. (4) The product is: [ClH:24].[F:22][C:19]1[CH:20]=[CH:21][C:16]([C:15]([NH:14][CH:11]2[CH2:12][CH2:13][NH:8][CH2:9][CH2:10]2)=[O:23])=[CH:17][CH:18]=1. Given the reactants C(OC([N:8]1[CH2:13][CH2:12][CH:11]([NH:14][C:15](=[O:23])[C:16]2[CH:21]=[CH:20][C:19]([F:22])=[CH:18][CH:17]=2)[CH2:10][CH2:9]1)=O)(C)(C)C.[ClH:24], predict the reaction product. (5) Given the reactants [F-].C([N+](CCCC)(CCCC)CCCC)CCC.[CH3:19][O:20][C:21]1[CH:26]=[C:25]([B:27]2[O:31][C:30]([CH3:33])([CH3:32])[C:29]([CH3:35])([CH3:34])[O:28]2)[CH:24]=[CH:23][C:22]=1[NH:36][C:37](=[O:51])[O:38][C@H:39]([CH2:41][CH2:42][O:43][Si](C(C)(C)C)(C)C)[CH3:40].O, predict the reaction product. The product is: [CH3:19][O:20][C:21]1[CH:26]=[C:25]([B:27]2[O:31][C:30]([CH3:32])([CH3:33])[C:29]([CH3:34])([CH3:35])[O:28]2)[CH:24]=[CH:23][C:22]=1[NH:36][C:37](=[O:51])[O:38][C@H:39]([CH2:41][CH2:42][OH:43])[CH3:40].